From a dataset of Forward reaction prediction with 1.9M reactions from USPTO patents (1976-2016). Predict the product of the given reaction. (1) Given the reactants [OH:1][CH2:2][C:3]1[CH:8]=[CH:7][C:6]([C:9]2[N:13]=[C:12]([C:14]3[S:15][C:16]([C:25]([F:28])([F:27])[F:26])=[C:17]([C:19]4[CH:24]=[CH:23][CH:22]=[CH:21][CH:20]=4)[CH:18]=3)[O:11][N:10]=2)=[CH:5][CH:4]=1.C[N+]1([O-])CCOCC1.C([N+](CCC)(CCC)CCC)CC, predict the reaction product. The product is: [CH:2]([C:3]1[CH:8]=[CH:7][C:6]([C:9]2[N:13]=[C:12]([C:14]3[S:15][C:16]([C:25]([F:27])([F:26])[F:28])=[C:17]([C:19]4[CH:24]=[CH:23][CH:22]=[CH:21][CH:20]=4)[CH:18]=3)[O:11][N:10]=2)=[CH:5][CH:4]=1)=[O:1]. (2) The product is: [C:19]([O:23][C:24](=[O:36])[CH2:25][CH2:26][N:27]([CH:31]1[CH2:35][CH2:34][CH2:33][CH2:32]1)[C:28]1[S:29][CH:2]=[C:3]([C:5]2[CH:10]=[CH:9][C:8]([O:11][C@H:12]3[CH2:17][CH2:16][C@H:15]([CH3:18])[CH2:14][CH2:13]3)=[CH:7][CH:6]=2)[N:30]=1)([CH3:22])([CH3:20])[CH3:21]. Given the reactants Br[CH2:2][C:3]([C:5]1[CH:10]=[CH:9][C:8]([O:11][C@H:12]2[CH2:17][CH2:16][C@H:15]([CH3:18])[CH2:14][CH2:13]2)=[CH:7][CH:6]=1)=O.[C:19]([O:23][C:24](=[O:36])[CH2:25][CH2:26][N:27]([CH:31]1[CH2:35][CH2:34][CH2:33][CH2:32]1)[C:28]([NH2:30])=[S:29])([CH3:22])([CH3:21])[CH3:20], predict the reaction product. (3) Given the reactants Cl.[N+:2]([C:5]1[CH:6]=[N:7][CH:8]=[CH:9][C:10]=1[NH:11][CH2:12][C@@H:13]1[CH2:17][CH2:16][NH:15][CH2:14]1)([O-:4])=[O:3].C(N(CC)CC)C.[CH:25]1([C:28](Cl)=[O:29])[CH2:27][CH2:26]1, predict the reaction product. The product is: [CH:25]1([C:28]([N:15]2[CH2:16][CH2:17][C@@H:13]([CH2:12][NH:11][C:10]3[CH:9]=[CH:8][N:7]=[CH:6][C:5]=3[N+:2]([O-:4])=[O:3])[CH2:14]2)=[O:29])[CH2:27][CH2:26]1. (4) Given the reactants [OH:1][C:2]1[CH:15]=[CH:14][C:13]2[C:12](=[O:16])[C:11]3[C:6](=[CH:7][CH:8]=[C:9]([OH:17])[CH:10]=3)[C:5](=[O:18])[C:4]=2[CH:3]=1.Cl[CH2:20][CH2:21][O:22][CH2:23][CH2:24][O:25][CH2:26][CH2:27][OH:28].[I-].[Na+].[C:31]([O-:34])([O-])=O.[K+].[K+], predict the reaction product. The product is: [OH:28][CH2:27][CH2:26][O:25][CH2:24][CH2:23][O:22][CH2:21][CH2:20][O:1][C:2]1[CH:15]=[CH:14][C:13]2[C:12](=[O:16])[C:11]3[C:6](=[CH:7][CH:8]=[C:9]([O:17][CH2:20][CH2:21][O:22][CH2:23][CH2:24][O:25][CH2:26][CH2:31][OH:34])[CH:10]=3)[C:5](=[O:18])[C:4]=2[CH:3]=1. (5) Given the reactants [Br:1][C:2]1[CH:28]=[CH:27][C:5]([O:6][C:7]2[CH:12]=[CH:11][C:10]([F:13])=[CH:9][C:8]=2[NH:14][S:15]([C:18]2[CH:26]=[CH:25][C:21]([C:22]([OH:24])=O)=[CH:20][CH:19]=2)(=[O:17])=[O:16])=[CH:4][CH:3]=1.[CH3:29][C:30]1[N:35]=[C:34]([N:36]2[CH2:41][CH2:40][N:39]([CH2:42][CH2:43][NH2:44])[CH2:38][CH2:37]2)[CH:33]=[CH:32][CH:31]=1, predict the reaction product. The product is: [Br:1][C:2]1[CH:3]=[CH:4][C:5]([O:6][C:7]2[CH:12]=[CH:11][C:10]([F:13])=[CH:9][C:8]=2[NH:14][S:15]([C:18]2[CH:26]=[CH:25][C:21]([C:22]([NH:44][CH2:43][CH2:42][N:39]3[CH2:38][CH2:37][N:36]([C:34]4[CH:33]=[CH:32][CH:31]=[C:30]([CH3:29])[N:35]=4)[CH2:41][CH2:40]3)=[O:24])=[CH:20][CH:19]=2)(=[O:17])=[O:16])=[CH:27][CH:28]=1. (6) Given the reactants [CH2:1]([O:3][C:4]([C:6]1[N:7]([C:16]2[CH:21]=[CH:20][C:19]([CH:22]=O)=[CH:18][CH:17]=2)[C:8]2[C:13]([C:14]=1[Cl:15])=[CH:12][CH:11]=[CH:10][CH:9]=2)=[O:5])[CH3:2].C(O)C.Cl.[NH2:28][OH:29].C(N(CC)CC)C, predict the reaction product. The product is: [CH2:1]([O:3][C:4]([C:6]1[N:7]([C:16]2[CH:21]=[CH:20][C:19]([CH:22]=[N:28][OH:29])=[CH:18][CH:17]=2)[C:8]2[C:13]([C:14]=1[Cl:15])=[CH:12][CH:11]=[CH:10][CH:9]=2)=[O:5])[CH3:2]. (7) Given the reactants [CH:1]1([CH2:4][O:5][C:6]2[N:11]=[C:10]([C:12]([OH:14])=O)[CH:9]=[CH:8][C:7]=2[N:15]2[CH2:18][C:17]([F:20])([F:19])[CH2:16]2)[CH2:3][CH2:2]1.Cl.[F:22][C:23]1([F:30])[CH2:27][NH:26][C@H:25]([CH2:28][OH:29])[CH2:24]1, predict the reaction product. The product is: [CH:1]1([CH2:4][O:5][C:6]2[N:11]=[C:10]([C:12]([N:26]3[CH2:27][C:23]([F:30])([F:22])[CH2:24][C@H:25]3[CH2:28][OH:29])=[O:14])[CH:9]=[CH:8][C:7]=2[N:15]2[CH2:18][C:17]([F:20])([F:19])[CH2:16]2)[CH2:2][CH2:3]1. (8) The product is: [C:14]([NH:18][C:19]([C:21]1[CH:25]=[C:24]([C:26]2[N:27]=[CH:28][C:29]([CH2:32][NH:33][C:9](=[O:10])[O:11][CH3:12])=[CH:30][CH:31]=2)[N:23]([C:34]2[CH:35]=[N:36][CH:37]=[CH:38][CH:39]=2)[N:22]=1)=[O:20])([CH3:17])([CH3:15])[CH3:16]. Given the reactants C(N(CC)CC)C.Cl[C:9]([O:11][CH3:12])=[O:10].Cl.[C:14]([NH:18][C:19]([C:21]1[CH:25]=[C:24]([C:26]2[CH:31]=[CH:30][C:29]([CH2:32][NH2:33])=[CH:28][N:27]=2)[N:23]([C:34]2[CH:35]=[N:36][CH:37]=[CH:38][CH:39]=2)[N:22]=1)=[O:20])([CH3:17])([CH3:16])[CH3:15].O, predict the reaction product.